Dataset: Reaction yield outcomes from USPTO patents with 853,638 reactions. Task: Predict the reaction yield, written as a fraction of the theoretical maximum amount of product (1.0 means a 100% yield; for example, 0.34 means a 34% yield). (1) The reactants are [CH3:1][O:2][C:3]([C:5]1[N:13]([CH:14]2[CH2:16][CH2:15]2)[C:12]2[CH:11]=[CH:10][N:9]=[CH:8][C:7]=2[C:6]=1[NH:17][C:18]1[CH:23]=[CH:22][C:21]([Si](C)(C)C)=[CH:20][C:19]=1[F:28])=[O:4].[I:29]Cl. The catalyst is C(Cl)Cl. The product is [CH3:1][O:2][C:3]([C:5]1[N:13]([CH:14]2[CH2:16][CH2:15]2)[C:12]2[CH:11]=[CH:10][N:9]=[CH:8][C:7]=2[C:6]=1[NH:17][C:18]1[CH:23]=[CH:22][C:21]([I:29])=[CH:20][C:19]=1[F:28])=[O:4]. The yield is 0.529. (2) The reactants are Cl[C:2]1[N:7]=[C:6]([C:8]([F:19])([F:18])[C:9]2[CH:14]=[CH:13][CH:12]=[C:11]([N+:15]([O-:17])=[O:16])[CH:10]=2)[C:5]([F:20])=[CH:4][N:3]=1.[CH3:21][N:22]1[CH2:27][CH2:26][N:25]([C:28]2[CH:34]=[CH:33][C:31]([NH2:32])=[CH:30][CH:29]=2)[CH2:24][CH2:23]1.C1(P(C2CCCCC2)C2C=CC=CC=2C2C(C(C)C)=CC(C(C)C)=CC=2C(C)C)CCCCC1.C(=O)([O-])[O-].[K+].[K+]. The catalyst is C(O)(C)(C)C.C1C=CC(/C=C/C(/C=C/C2C=CC=CC=2)=O)=CC=1.C1C=CC(/C=C/C(/C=C/C2C=CC=CC=2)=O)=CC=1.C1C=CC(/C=C/C(/C=C/C2C=CC=CC=2)=O)=CC=1.[Pd].[Pd]. The product is [F:18][C:8]([F:19])([C:9]1[CH:14]=[CH:13][CH:12]=[C:11]([N+:15]([O-:17])=[O:16])[CH:10]=1)[C:6]1[C:5]([F:20])=[CH:4][N:3]=[C:2]([NH:32][C:31]2[CH:30]=[CH:29][C:28]([N:25]3[CH2:24][CH2:23][N:22]([CH3:21])[CH2:27][CH2:26]3)=[CH:34][CH:33]=2)[N:7]=1. The yield is 0.870. (3) The product is [CH2:16]([C:15]([C:12]1[CH:13]=[CH:14][C:9]([O:8][CH2:7][C@@H:6]([OH:43])[CH2:5][C:4]([OH:51])=[O:3])=[C:10]([CH3:42])[CH:11]=1)([C:18]1[CH:23]=[CH:22][C:21]([C:24]#[C:25][C:26]([OH:35])([C:31]([F:32])([F:33])[F:34])[C:27]([F:30])([F:29])[F:28])=[C:20]([CH3:39])[CH:19]=1)[CH2:40][CH3:41])[CH3:17]. The catalyst is O1CCOCC1.Cl. The yield is 0.650. The reactants are C([O:3][C:4](=[O:51])[CH2:5][C@H:6]([O:43][Si](C(C)(C)C)(C)C)[CH2:7][O:8][C:9]1[CH:14]=[CH:13][C:12]([C:15]([CH2:40][CH3:41])([C:18]2[CH:23]=[CH:22][C:21]([C:24]#[C:25][C:26]([O:35]COC)([C:31]([F:34])([F:33])[F:32])[C:27]([F:30])([F:29])[F:28])=[C:20]([CH3:39])[CH:19]=2)[CH2:16][CH3:17])=[CH:11][C:10]=1[CH3:42])C.C([O-])(O)=O.[Na+].[OH-].[K+]. (4) The catalyst is C1COCC1. The yield is 0.720. The product is [Cl:10][C:11]1[CH:16]=[C:15]([Cl:17])[CH:14]=[CH:13][C:12]=1[O:18][CH:2]([CH2:6][CH2:7][CH2:8][CH3:9])[C:3]([OH:5])=[O:4].[Cl:10][C:11]1[CH:16]=[C:15]([Cl:17])[CH:14]=[CH:13][C:12]=1[O:18][CH:2]([CH2:6][CH2:7][CH2:8][CH3:9])[C:3]([NH:19][C:20]1[S:21][CH:22]=[CH:23][N:24]=1)=[O:4]. The reactants are Br[CH:2]([CH2:6][CH2:7][CH2:8][CH3:9])[C:3]([OH:5])=[O:4].[Cl:10][C:11]1[CH:16]=[C:15]([Cl:17])[CH:14]=[CH:13][C:12]=1[OH:18].[NH2:19][C:20]1[S:21][CH:22]=[CH:23][N:24]=1. (5) The catalyst is C1(P(C2C=CC=CC=2)C2C=CC=CC=2)C=CC=CC=1.C1(P(C2C=CC=CC=2)C2C=CC=CC=2)C=CC=CC=1.C1(P(C2C=CC=CC=2)C2C=CC=CC=2)C=CC=CC=1.C1(P(C2C=CC=CC=2)C2C=CC=CC=2)C=CC=CC=1.[Pd]. The product is [CH3:1][S:2]([C:5]1[N:6]=[CH:7][C:8]([C:21]2[N:22]=[C:23]3[C:28](=[CH:29][CH:30]=2)[N:27]=[CH:26][C:25]2[CH:31]=[CH:32][C:33](=[O:45])[N:34]([C:35]4[CH:40]=[CH:39][CH:38]=[C:37]([C:41]([F:43])([F:42])[F:44])[CH:36]=4)[C:24]3=2)=[CH:9][CH:10]=1)(=[O:3])=[O:4]. The reactants are [CH3:1][S:2]([C:5]1[CH:10]=[CH:9][C:8](B2OC(C)(C)C(C)(C)O2)=[CH:7][N:6]=1)(=[O:4])=[O:3].Cl[C:21]1[N:22]=[C:23]2[C:28](=[CH:29][CH:30]=1)[N:27]=[CH:26][C:25]1[CH:31]=[CH:32][C:33](=[O:45])[N:34]([C:35]3[CH:40]=[CH:39][CH:38]=[C:37]([C:41]([F:44])([F:43])[F:42])[CH:36]=3)[C:24]2=1.C(=O)([O-])[O-].[Na+].[Na+]. The yield is 0.137. (6) The reactants are [OH:1][C:2]1[CH:7]=[C:6]([OH:8])[CH:5]=[CH:4][C:3]=1[C:9](=[O:17])[CH2:10][C:11]1[CH:16]=[CH:15][CH:14]=[CH:13][CH:12]=1.[CH3:18]O. No catalyst specified. The product is [OH:1][C:2]1[CH:7]=[C:6]([O:8][CH3:18])[CH:5]=[CH:4][C:3]=1[C:9](=[O:17])[CH2:10][C:11]1[CH:12]=[CH:13][CH:14]=[CH:15][CH:16]=1. The yield is 0.880.